This data is from Full USPTO retrosynthesis dataset with 1.9M reactions from patents (1976-2016). The task is: Predict the reactants needed to synthesize the given product. (1) Given the product [C:33]([NH:37][C:27](=[O:28])[CH2:26][C:23]1[CH:24]=[CH:25][C:20]([C:15]([C:12]2[CH:13]=[CH:14][C:9]([O:8][CH2:7][C@@H:5]3[CH2:4][O:3][C:2]([CH3:1])([CH3:32])[O:6]3)=[C:10]([CH3:31])[CH:11]=2)([CH2:18][CH3:19])[CH2:16][CH3:17])=[CH:21][C:22]=1[CH3:30])([CH3:36])([CH3:35])[CH3:34], predict the reactants needed to synthesize it. The reactants are: [CH3:1][C:2]1([CH3:32])[O:6][C@H:5]([CH2:7][O:8][C:9]2[CH:14]=[CH:13][C:12]([C:15]([C:20]3[CH:25]=[CH:24][C:23]([CH2:26][C:27](O)=[O:28])=[C:22]([CH3:30])[CH:21]=3)([CH2:18][CH3:19])[CH2:16][CH3:17])=[CH:11][C:10]=2[CH3:31])[CH2:4][O:3]1.[C:33]([NH2:37])([CH3:36])([CH3:35])[CH3:34].C(Cl)CCl.C1C=CC2N(O)N=NC=2C=1.C(N(C(C)C)C(C)C)C. (2) Given the product [CH2:17]([N:16]([CH3:15])[C:12]([C:10]1[S:11][C:7]([C:4]2[CH:3]=[CH:2][N:1]=[CH:6][CH:5]=2)=[CH:8][CH:9]=1)=[O:14])[C:18]1[CH:23]=[CH:22][CH:21]=[CH:20][CH:19]=1, predict the reactants needed to synthesize it. The reactants are: [N:1]1[CH:6]=[CH:5][C:4]([C:7]2[S:11][C:10]([C:12]([OH:14])=O)=[CH:9][CH:8]=2)=[CH:3][CH:2]=1.[CH3:15][NH:16][CH2:17][C:18]1[CH:23]=[CH:22][CH:21]=[CH:20][CH:19]=1. (3) Given the product [O:3]1[C:7]2[CH:8]=[CH:9][C:10]([N:12]3[C:27](=[O:28])[C:16]4[CH:17]=[N:18][C:19]5[C:20]([O:25][CH3:26])=[CH:21][CH:22]=[CH:23][C:24]=5[C:15]=4[N:14]([CH:29]4[CH2:34][CH2:33][N:32]([S:37]([CH3:36])(=[O:39])=[O:38])[CH2:31][CH2:30]4)[C:13]3=[O:35])=[CH:11][C:6]=2[O:5][CH2:4]1, predict the reactants needed to synthesize it. The reactants are: Cl.Cl.[O:3]1[C:7]2[CH:8]=[CH:9][C:10]([N:12]3[C:27](=[O:28])[C:16]4[CH:17]=[N:18][C:19]5[C:20]([O:25][CH3:26])=[CH:21][CH:22]=[CH:23][C:24]=5[C:15]=4[N:14]([CH:29]4[CH2:34][CH2:33][NH:32][CH2:31][CH2:30]4)[C:13]3=[O:35])=[CH:11][C:6]=2[O:5][CH2:4]1.[CH3:36][S:37](Cl)(=[O:39])=[O:38].